Dataset: Reaction yield outcomes from USPTO patents with 853,638 reactions. Task: Predict the reaction yield, written as a fraction of the theoretical maximum amount of product (1.0 means a 100% yield; for example, 0.34 means a 34% yield). The reactants are S(Cl)([Cl:4])(=O)=O.N1C=CN=C1NC(C1C2N=C(N[C:24]([C:26]3[N:27]=[CH:28][C:29]4[C:34]([CH:35]=3)=[CH:33][CH:32]=[CH:31][C:30]=4[O:36][CH3:37])=[O:25])NC=2C=CC=1)=O.CC[O:40][CH2:41]C. The catalyst is C(O)(=O)C. The product is [CH3:41][O:40][C:24]([C:26]1[N:27]=[CH:28][C:29]2[C:34]([CH:35]=1)=[CH:33][CH:32]=[C:31]([Cl:4])[C:30]=2[O:36][CH3:37])=[O:25]. The yield is 0.460.